From a dataset of Merck oncology drug combination screen with 23,052 pairs across 39 cell lines. Regression. Given two drug SMILES strings and cell line genomic features, predict the synergy score measuring deviation from expected non-interaction effect. (1) Drug 1: CN(Cc1cnc2nc(N)nc(N)c2n1)c1ccc(C(=O)NC(CCC(=O)O)C(=O)O)cc1. Drug 2: C=CCn1c(=O)c2cnc(Nc3ccc(N4CCN(C)CC4)cc3)nc2n1-c1cccc(C(C)(C)O)n1. Cell line: UWB1289BRCA1. Synergy scores: synergy=-14.1. (2) Drug 1: Nc1ccn(C2OC(CO)C(O)C2(F)F)c(=O)n1. Drug 2: CCc1cnn2c(NCc3ccc[n+]([O-])c3)cc(N3CCCCC3CCO)nc12. Cell line: A375. Synergy scores: synergy=-11.2.